This data is from Reaction yield outcomes from USPTO patents with 853,638 reactions. The task is: Predict the reaction yield, written as a fraction of the theoretical maximum amount of product (1.0 means a 100% yield; for example, 0.34 means a 34% yield). (1) The yield is 0.820. The reactants are [F:1][CH2:2][CH2:3][OH:4].C(N(CC)CC)C.[O:12](S(C(F)(F)F)(=O)=O)[S:13]([C:16]([F:19])([F:18])[F:17])(=O)=[O:14].O. The catalyst is ClCCl. The product is [F:17][C:16]([F:19])([F:18])[S:13]([O:4][CH2:3][CH2:2][F:1])(=[O:14])=[O:12]. (2) The reactants are Cl.[CH2:2]([O:4][C:5](=[O:33])[CH2:6][NH:7][CH2:8][C:9]1[CH:14]=[CH:13][CH:12]=[C:11]([CH2:15][O:16][C:17]2[CH:22]=[CH:21][C:20]([C:23]3[CH:28]=[C:27]([F:29])[C:26]([F:30])=[CH:25][C:24]=3[O:31][CH3:32])=[CH:19][CH:18]=2)[CH:10]=1)[CH3:3].I[CH2:35][CH3:36].C(N(CC)CC)C. The catalyst is ClCCl. The product is [CH2:2]([O:4][C:5](=[O:33])[CH2:6][N:7]([CH2:8][C:9]1[CH:14]=[CH:13][CH:12]=[C:11]([CH2:15][O:16][C:17]2[CH:18]=[CH:19][C:20]([C:23]3[CH:28]=[C:27]([F:29])[C:26]([F:30])=[CH:25][C:24]=3[O:31][CH3:32])=[CH:21][CH:22]=2)[CH:10]=1)[CH2:35][CH3:36])[CH3:3]. The yield is 0.540. (3) The reactants are [Cl:1][C:2]1[CH:7]=[CH:6][C:5]([N:8]2[C:12]([CH2:13][CH2:14][CH3:15])=[C:11]([C:16]([OH:18])=O)[CH:10]=[N:9]2)=[CH:4][CH:3]=1.C1C=CC2N(O)N=NC=2C=1.CCN=C=NCCCN(C)C.C(N(C(C)C)CC)(C)C.[CH:49]1([NH:55][CH3:56])[CH2:54][CH2:53][CH2:52][CH2:51][CH2:50]1. The catalyst is C1COCC1. The product is [CH:49]1([N:55]([CH3:56])[C:16]([C:11]2[CH:10]=[N:9][N:8]([C:5]3[CH:4]=[CH:3][C:2]([Cl:1])=[CH:7][CH:6]=3)[C:12]=2[CH2:13][CH2:14][CH3:15])=[O:18])[CH2:54][CH2:53][CH2:52][CH2:51][CH2:50]1. The yield is 0.810. (4) The reactants are [F:8][C:7]([F:10])([F:9])[C:6](O[C:6](=[O:11])[C:7]([F:10])([F:9])[F:8])=[O:11].[CH3:14][O:15][C:16]1[CH:60]=[C:59]([O:61][CH3:62])[CH:58]=[C:57]([O:63][CH3:64])[C:17]=1/[CH:18]=[CH:19]/[CH:20]([S:30]([CH:33](/[CH:43]=[CH:44]/[C:45]1[C:50]([O:51][CH3:52])=[CH:49][C:48]([O:53][CH3:54])=[CH:47][C:46]=1[O:55][CH3:56])[C:34]1[CH:39]=[CH:38][C:37]([O:40][CH3:41])=[C:36]([NH2:42])[CH:35]=1)(=[O:32])=[O:31])[C:21]1[CH:26]=[CH:25][C:24]([O:27][CH3:28])=[C:23]([NH2:29])[CH:22]=1. The yield is 0.980. The catalyst is ClCCl. The product is [CH3:64][O:63][C:57]1[CH:58]=[C:59]([O:61][CH3:62])[CH:60]=[C:16]([O:15][CH3:14])[C:17]=1/[CH:18]=[CH:19]/[CH:20]([S:30]([CH:33](/[CH:43]=[CH:44]/[C:45]1[C:46]([O:55][CH3:56])=[CH:47][C:48]([O:53][CH3:54])=[CH:49][C:50]=1[O:51][CH3:52])[C:34]1[CH:39]=[CH:38][C:37]([O:40][CH3:41])=[C:36]([NH:42][C:6](=[O:11])[C:7]([F:8])([F:9])[F:10])[CH:35]=1)(=[O:32])=[O:31])[C:21]1[CH:26]=[CH:25][C:24]([O:27][CH3:28])=[C:23]([NH:29][C:6](=[O:11])[C:7]([F:10])([F:9])[F:8])[CH:22]=1. (5) The reactants are [NH2:1][CH:2]1[CH2:7][CH2:6][N:5]([C:8]([O:10][C:11]([CH3:14])([CH3:13])[CH3:12])=[O:9])[CH2:4][CH2:3]1.[CH:15]([C:17]1[C:18]([NH:23][C:24](=O)[O:25]CC)=[N:19][CH:20]=[CH:21][CH:22]=1)=O.[BH4-].[Na+].C1(C)C=CC=CC=1. The catalyst is CO.C(O)(=O)C. The product is [O:25]=[C:24]1[NH:23][C:18]2[N:19]=[CH:20][CH:21]=[CH:22][C:17]=2[CH2:15][N:1]1[CH:2]1[CH2:3][CH2:4][N:5]([C:8]([O:10][C:11]([CH3:14])([CH3:13])[CH3:12])=[O:9])[CH2:6][CH2:7]1. The yield is 0.440. (6) The reactants are C([O:8][C:9]1[CH:14]=[CH:13][C:12]([NH:15][C:16](=[O:21])[CH2:17][C:18]([NH2:20])=[O:19])=[CH:11][CH:10]=1)C1C=CC=CC=1. The catalyst is CO.[Pd]. The product is [OH:8][C:9]1[CH:10]=[CH:11][C:12]([NH:15][C:16](=[O:21])[CH2:17][C:18]([NH2:20])=[O:19])=[CH:13][CH:14]=1. The yield is 0.990. (7) The reactants are [C:1](=[NH:20])([O:3][CH2:4][CH2:5][C:6]1[CH:11]=[CH:10][C:9]([O:12][C:13]2[CH:18]=[CH:17][CH:16]=[C:15]([CH3:19])[N:14]=2)=[CH:8][CH:7]=1)[NH2:2].[CH:21]([CH:23]([CH2:28][C:29]1[CH:30]=[N:31][C:32]([O:35][CH3:36])=[N:33][CH:34]=1)[C:24](OC)=O)=[O:22].C([O-])([O-])=O.[K+].[K+]. The catalyst is CN1C(=O)CCC1. The product is [CH3:36][O:35][C:32]1[N:31]=[CH:30][C:29]([CH2:28][C:23]2[C:21](=[O:22])[N:20]=[C:1]([O:3][CH2:4][CH2:5][C:6]3[CH:7]=[CH:8][C:9]([O:12][C:13]4[CH:18]=[CH:17][CH:16]=[C:15]([CH3:19])[N:14]=4)=[CH:10][CH:11]=3)[NH:2][CH:24]=2)=[CH:34][N:33]=1. The yield is 0.0457. (8) The reactants are Cl[C:2]1[N:3]=[C:4]([C:11]([OH:13])=[O:12])[CH:5]=[C:6]2[CH:10]=[CH:9][O:8][C:7]=12. The catalyst is CO. The product is [O:8]1[C:7]2=[CH:2][N:3]=[C:4]([C:11]([OH:13])=[O:12])[CH:5]=[C:6]2[CH2:10][CH2:9]1. The yield is 0.740. (9) The reactants are [CH3:1][O:2]C(=O)C1C=CC(N)=C(C=O)C=1.[OH-].[K+].[Cl:16][C:17]1[CH:48]=[CH:47][C:20]([C:21]2[C:26]([C:27]3[CH:36]=[CH:35][C:34]4[C:29](=[CH:30][CH:31]=[C:32]([C:37]([OH:39])=[O:38])[CH:33]=4)[N:28]=3)=[CH:25][C:24](C(N3CCCC3)=O)=[CH:23][CH:22]=2)=[CH:19][CH:18]=1. The catalyst is CCO. The product is [Cl:16][C:17]1[CH:18]=[CH:19][C:20]([C:21]2[C:26]([C:27]3[CH:36]=[CH:35][C:34]4[C:29](=[CH:30][CH:31]=[C:32]([C:37]([OH:39])=[O:38])[CH:33]=4)[N:28]=3)=[CH:25][C:24]([O:2][CH3:1])=[CH:23][CH:22]=2)=[CH:47][CH:48]=1. The yield is 0.910.